Dataset: Catalyst prediction with 721,799 reactions and 888 catalyst types from USPTO. Task: Predict which catalyst facilitates the given reaction. (1) Reactant: Br[C:2]1[CH:7]=[CH:6][C:5]([CH:8]2[CH2:11][N:10]([C:12]([C:14]3[CH:15]=[CH:16][C:17]([CH3:33])=[C:18]([NH:20][C:21](=[O:32])[C:22]4[CH:27]=[CH:26][C:25]([NH:28][CH:29]([CH3:31])[CH3:30])=[N:24][CH:23]=4)[CH:19]=3)=[O:13])[CH2:9]2)=[CH:4][CH:3]=1.C([O-])([O-])=O.[K+].[K+].[CH3:40][N:41]1[C:49]2[C:44](=[CH:45][CH:46]=[C:47](B(O)O)[CH:48]=2)[CH:43]=[N:42]1. Product: [CH:29]([NH:28][C:25]1[CH:26]=[CH:27][C:22]([C:21]([NH:20][C:18]2[CH:19]=[C:14]([C:12]([N:10]3[CH2:11][CH:8]([C:5]4[CH:6]=[CH:7][C:2]([C:47]5[CH:48]=[C:49]6[C:44]([CH:43]=[N:42][N:41]6[CH3:40])=[CH:45][CH:46]=5)=[CH:3][CH:4]=4)[CH2:9]3)=[O:13])[CH:15]=[CH:16][C:17]=2[CH3:33])=[O:32])=[CH:23][N:24]=1)([CH3:31])[CH3:30]. The catalyst class is: 117. (2) Reactant: [NH2:1][C:2]1[CH:3]=[N:4][CH:5]=[CH:6][CH:7]=1.C[Si](C)(C)[N-][Si](C)(C)C.[Na+].[C:18](O[C:18]([O:20][C:21]([CH3:24])([CH3:23])[CH3:22])=[O:19])([O:20][C:21]([CH3:24])([CH3:23])[CH3:22])=[O:19]. Product: [C:21]([O:20][C:18]([NH:1][C:2]1[CH:3]=[N:4][CH:5]=[CH:6][CH:7]=1)=[O:19])([CH3:24])([CH3:23])[CH3:22]. The catalyst class is: 1. (3) Reactant: Br[C:2]1[C:3]([C:8]2[CH:13]=[CH:12][C:11]([F:14])=[CH:10][CH:9]=2)=[N:4][N:5]([CH3:7])[CH:6]=1.[Cl-].[Li+].C([Mg]Cl)(C)C.C(O[B:26]1[O:30][C:29]([CH3:32])([CH3:31])[C:28]([CH3:34])([CH3:33])[O:27]1)(C)C.CC1CCCO1. Product: [F:14][C:11]1[CH:12]=[CH:13][C:8]([C:3]2[C:2]([B:26]3[O:30][C:29]([CH3:32])([CH3:31])[C:28]([CH3:34])([CH3:33])[O:27]3)=[CH:6][N:5]([CH3:7])[N:4]=2)=[CH:9][CH:10]=1. The catalyst class is: 20.